This data is from Reaction yield outcomes from USPTO patents with 853,638 reactions. The task is: Predict the reaction yield, written as a fraction of the theoretical maximum amount of product (1.0 means a 100% yield; for example, 0.34 means a 34% yield). (1) The reactants are C([Si](C)(C)[O:6][C@H:7]1[CH2:11][NH:10][C@@H:9]([C:12]2[CH:17]=[CH:16][CH:15]=[CH:14][C:13]=2[Cl:18])[CH2:8]1)(C)(C)C.Cl.FC(F)(F)C1C=C(C=C(C(F)(F)F)C=1)CN1C(C2C=CN=CC=2)=C(C(O)=O)N=N1.CCN=C=NCCCN(C)C.C1C=CC2N(O)N=NC=2C=1.C(N(CC)CC)C.[F:79][C:80]([F:126])([F:125])[C:81]1[CH:82]=[C:83]([CH:118]=[C:119]([C:121]([F:124])([F:123])[F:122])[CH:120]=1)[CH2:84][N:85]1[C:89]([C:90]2[CH:91]=[N:92][CH:93]=[CH:94][CH:95]=2)=[C:88]([C:96](N2CC(O[Si](C(C)(C)C)(C)C)CC2C2C=CC=CC=2Cl)=[O:97])[N:87]=[N:86]1.CCCC[N+](CCCC)(CCCC)CCCC.[F-]. The catalyst is ClCCl.C([O-])(O)=O.[Na+].C1COCC1.CCOC(C)=O. The product is [F:124][C:121]([F:122])([F:123])[C:119]1[CH:118]=[C:83]([CH:82]=[C:81]([C:80]([F:79])([F:126])[F:125])[CH:120]=1)[CH2:84][N:85]1[C:89]([C:90]2[CH:91]=[N:92][CH:93]=[CH:94][CH:95]=2)=[C:88]([C:96]([N:10]2[CH2:11][C@H:7]([OH:6])[CH2:8][C@@H:9]2[C:12]2[CH:17]=[CH:16][CH:15]=[CH:14][C:13]=2[Cl:18])=[O:97])[N:87]=[N:86]1. The yield is 0.130. (2) The reactants are [C:1]([O:5][C:6](=[O:24])[CH2:7][CH2:8][C@H:9]([C:21](O)=[O:22])[NH:10][C:11]([O:13][CH2:14][C:15]1[CH:20]=[CH:19][CH:18]=[CH:17][CH:16]=1)=[O:12])([CH3:4])([CH3:3])[CH3:2].C(N(CC)CC)C.ClC(OCC)=O.[BH4-].[Na+]. The catalyst is C1COCC1.O. The product is [CH2:14]([O:13][C:11]([NH:10][C@@H:9]([CH2:21][OH:22])[CH2:8][CH2:7][C:6]([O:5][C:1]([CH3:2])([CH3:3])[CH3:4])=[O:24])=[O:12])[C:15]1[CH:16]=[CH:17][CH:18]=[CH:19][CH:20]=1. The yield is 0.500. (3) The reactants are [CH2:1]([NH2:8])[C:2]1[CH:7]=[CH:6][CH:5]=[CH:4][CH:3]=1.C(N(CC)CC)C.[N+:16]([C:19]1[CH:24]=[CH:23][CH:22]=[CH:21][C:20]=1[S:25](Cl)(=[O:27])=[O:26])([O-:18])=[O:17].[CH:29]([C:31]([CH3:33])=[O:32])=[CH2:30]. The catalyst is C(OCC)(=O)C.CC(C)([O-])C.[K+]. The product is [CH2:1]([N:8]([CH2:30][CH2:29][C:31](=[O:32])[CH3:33])[S:25]([C:20]1[CH:21]=[CH:22][CH:23]=[CH:24][C:19]=1[N+:16]([O-:18])=[O:17])(=[O:27])=[O:26])[C:2]1[CH:7]=[CH:6][CH:5]=[CH:4][CH:3]=1. The yield is 0.750. (4) The catalyst is O1CCOCC1.Cl[Pd](Cl)([P](C1C=CC=CC=1)(C1C=CC=CC=1)C1C=CC=CC=1)[P](C1C=CC=CC=1)(C1C=CC=CC=1)C1C=CC=CC=1. The product is [I:10][C:9]1[N:4]2[C:5]([S:6][C:2]([C:23]3[CH:24]=[CH:25][C:20]([S:17]([N:11]4[CH2:12][CH2:13][O:14][CH2:15][CH2:16]4)(=[O:18])=[O:19])=[CH:21][CH:22]=3)=[N:3]2)=[N:7][CH:8]=1. The yield is 0.310. The reactants are Br[C:2]1[S:6][C:5]2=[N:7][CH:8]=[C:9]([I:10])[N:4]2[N:3]=1.[N:11]1([S:17]([C:20]2[CH:25]=[CH:24][C:23](B(O)O)=[CH:22][CH:21]=2)(=[O:19])=[O:18])[CH2:16][CH2:15][O:14][CH2:13][CH2:12]1.C([O-])([O-])=O.[Na+].[Na+]. (5) The reactants are Cl.[N:2]1[CH:7]=[CH:6][CH:5]=[C:4]([S:8](Cl)(=[O:10])=[O:9])[CH:3]=1.Cl.[NH2:13][CH2:14][CH2:15][CH2:16][CH2:17][CH2:18][C:19]([O:21][CH3:22])=[O:20].C(N(CC)CC)C. The catalyst is C(#N)C. The product is [CH3:22][O:21][C:19](=[O:20])[CH2:18][CH2:17][CH2:16][CH2:15][CH2:14][NH:13][S:8]([C:4]1[CH:3]=[N:2][CH:7]=[CH:6][CH:5]=1)(=[O:10])=[O:9]. The yield is 0.760.